This data is from Reaction yield outcomes from USPTO patents with 853,638 reactions. The task is: Predict the reaction yield, written as a fraction of the theoretical maximum amount of product (1.0 means a 100% yield; for example, 0.34 means a 34% yield). (1) The reactants are [NH2:1][C:2]1[O:3][CH2:4][C:5]2([N:27]=1)[CH:18]1[CH:13]([CH2:14][CH2:15][C:16](=O)[CH2:17]1)[O:12][C:11]1[C:6]2=[CH:7][C:8]([C:20]2[CH:21]=[N:22][CH:23]=[C:24]([Cl:26])[CH:25]=2)=[CH:9][CH:10]=1.[NH:28]1[CH2:32][CH2:31][CH2:30][CH2:29]1.[BH-](OC(C)=O)(OC(C)=O)OC(C)=O.[Na+]. The catalyst is CC(O)=O.CO. The product is [Cl:26][C:24]1[CH:25]=[C:20]([C:8]2[CH:7]=[C:6]3[C:11]([O:12][CH:13]4[CH:18]([C:5]53[CH2:4][O:3][C:2]([NH2:1])=[N:27]5)[CH2:17][CH:16]([N:28]3[CH2:32][CH2:31][CH2:30][CH2:29]3)[CH2:15][CH2:14]4)=[CH:10][CH:9]=2)[CH:21]=[N:22][CH:23]=1. The yield is 0.540. (2) The reactants are [NH2:1][C:2]1[CH:10]=[C:9]([O:11][CH3:12])[CH:8]=[C:7]([O:13][CH3:14])[C:3]=1[C:4]([NH2:6])=[O:5].[O:15]1[C:20]2[CH:21]=[CH:22][C:23]([CH:25]=O)=[CH:24][C:19]=2[O:18][CH2:17][CH2:16]1.COC1C=C(OC)C=C2C=1C(=O)NC(C1C=CC=CN=1)=N2. No catalyst specified. The product is [O:15]1[CH2:16][CH2:17][O:18][C:19]2[CH:24]=[C:23]([C:25]3[NH:6][C:4](=[O:5])[C:3]4[C:2](=[CH:10][C:9]([O:11][CH3:12])=[CH:8][C:7]=4[O:13][CH3:14])[N:1]=3)[CH:22]=[CH:21][C:20]1=2. The yield is 0.460. (3) The reactants are [C:1]1([C:28]2[CH:33]=[CH:32][CH:31]=[CH:30][CH:29]=2)[CH:6]=[CH:5][C:4]([S:7]([N:10]2[CH2:14][CH2:13][S:12][CH:11]2[C:15]([NH:17][CH:18]([C:22]2[CH:27]=[CH:26][CH:25]=[CH:24][CH:23]=2)[C:19](O)=[O:20])=[O:16])(=[O:9])=[O:8])=[CH:3][CH:2]=1.[NH3:34].O1CCOCC1.C1C=CC2N(O)N=NC=2C=1.CCN=C=NCCCN(C)C.Cl. The catalyst is C1COCC1.CN(C1C=CN=CC=1)C.CCOC(C)=O. The product is [NH2:34][C:19](=[O:20])[CH:18]([NH:17][C:15]([CH:11]1[N:10]([S:7]([C:4]2[CH:3]=[CH:2][C:1]([C:28]3[CH:29]=[CH:30][CH:31]=[CH:32][CH:33]=3)=[CH:6][CH:5]=2)(=[O:9])=[O:8])[CH2:14][CH2:13][S:12]1)=[O:16])[C:22]1[CH:27]=[CH:26][CH:25]=[CH:24][CH:23]=1. The yield is 0.800. (4) The reactants are [CH:1]1([NH:4][C:5]([NH:7][C:8]2[CH:13]=[CH:12][C:11]([C:14]3[N:15]=[C:16]([N:23]4[CH2:28][CH2:27][O:26][CH2:25][C@@H:24]4[CH3:29])[C:17]4[CH2:22][NH:21][CH2:20][C:18]=4[N:19]=3)=[CH:10][CH:9]=2)=[O:6])[CH2:3][CH2:2]1.Cl[C:31]([O:33][CH3:34])=[O:32]. The catalyst is O1CCOCC1. The product is [CH:1]1([NH:4][C:5](=[O:6])[NH:7][C:8]2[CH:9]=[CH:10][C:11]([C:14]3[N:15]=[C:16]([N:23]4[CH2:28][CH2:27][O:26][CH2:25][C@@H:24]4[CH3:29])[C:17]4[CH2:22][N:21]([C:31]([O:33][CH3:34])=[O:32])[CH2:20][C:18]=4[N:19]=3)=[CH:12][CH:13]=2)[CH2:2][CH2:3]1. The yield is 0.150. (5) The reactants are [Cl:1][CH2:2][CH2:3][O:4][C:5]1[CH:33]=[CH:32][C:8]([C:9]([CH:11]2[C:19](=[O:20])[C:18]3[C:13](=[CH:14][CH:15]=[CH:16][C:17]=3[NH:21][C:22]([NH:24][N:25]3[CH2:30][CH2:29][O:28][CH2:27][CH2:26]3)=[O:23])[C:12]2=O)=O)=[CH:7][CH:6]=1.O.[NH2:35][NH2:36].CC(O)=O. The catalyst is CCO. The product is [Cl:1][CH2:2][CH2:3][O:4][C:5]1[CH:33]=[CH:32][C:8]([C:9]2[NH:36][N:35]=[C:12]3[C:13]4[C:18]([C:19](=[O:20])[C:11]=23)=[C:17]([NH:21][C:22]([NH:24][N:25]2[CH2:30][CH2:29][O:28][CH2:27][CH2:26]2)=[O:23])[CH:16]=[CH:15][CH:14]=4)=[CH:7][CH:6]=1. The yield is 0.610. (6) The reactants are [CH:1]1([N:4]([CH2:6][C:7]2[CH:12]=[CH:11][CH:10]=[C:9](I)[CH:8]=2)[CH3:5])[CH2:3][CH2:2]1.C(N(CC)CC)C.[CH3:21][Si:22]([C:25]#[CH:26])([CH3:24])[CH3:23]. The catalyst is CCCCCC.[Cu]I.Cl[Pd](Cl)([P](C1C=CC=CC=1)(C1C=CC=CC=1)C1C=CC=CC=1)[P](C1C=CC=CC=1)(C1C=CC=CC=1)C1C=CC=CC=1. The product is [CH:1]1([N:4]([CH3:5])[CH2:6][C:7]2[CH:12]=[CH:11][CH:10]=[C:9]([C:26]#[C:25][Si:22]([CH3:24])([CH3:23])[CH3:21])[CH:8]=2)[CH2:3][CH2:2]1. The yield is 0.800.